Task: Predict the reaction yield, written as a fraction of the theoretical maximum amount of product (1.0 means a 100% yield; for example, 0.34 means a 34% yield).. Dataset: Reaction yield outcomes from USPTO patents with 853,638 reactions (1) The reactants are [CH3:1][C:2]([CH3:10])([CH:8]=[O:9])[CH2:3][C:4]([O:6][CH3:7])=[O:5].[CH2:11](O)[CH2:12][OH:13].O.C1(C)C=CC(S(O)(=O)=O)=CC=1.O. The catalyst is C1C=CC=CC=1.CCOCC. The product is [CH3:1][C:2]([CH3:10])([CH:8]1[O:13][CH2:12][CH2:11][O:9]1)[CH2:3][C:4]([O:6][CH3:7])=[O:5]. The yield is 0.940. (2) The reactants are [F:1][C:2]1[C:10]([NH:11][S:12]([CH2:15][CH2:16][CH3:17])(=[O:14])=[O:13])=[CH:9][CH:8]=[C:7]([F:18])[C:3]=1[C:4]([OH:6])=O.CN(C)C=O.C(Cl)(=O)C(Cl)=O.C(N(CC)CC)C.[NH2:37][C:38]1[CH:39]=[N:40][C:41]2[C:46]([CH:47]=1)=[CH:45][CH:44]=[CH:43][CH:42]=2. The catalyst is O1CCCC1.ClCCl. The product is [F:1][C:2]1[C:10]([NH:11][S:12]([CH2:15][CH2:16][CH3:17])(=[O:14])=[O:13])=[CH:9][CH:8]=[C:7]([F:18])[C:3]=1[C:4]([NH:37][C:38]1[CH:39]=[N:40][C:41]2[C:46]([CH:47]=1)=[CH:45][CH:44]=[CH:43][CH:42]=2)=[O:6]. The yield is 0.450. (3) The reactants are [CH3:1][C:2]1([CH3:14])[C:10]2[C:5](=[CH:6][CH:7]=[CH:8][CH:9]=2)[C:4]([CH3:12])([CH3:11])[NH+:3]1[O-:13]. The catalyst is C(O)C.O=[Pt]=O. The product is [OH:13][N:3]1[C:2]([CH3:14])([CH3:1])[C:10]2[C:5](=[CH:6][CH:7]=[CH:8][CH:9]=2)[C:4]1([CH3:12])[CH3:11]. The yield is 0.780. (4) The reactants are [OH-].[Na+].[CH2:3]([C:10]1[CH:11]=[C:12]([C:33]2[CH:38]=[CH:37][C:36]([CH2:39]CC#N)=[CH:35][C:34]=2[CH2:43][CH:44]([CH3:46])[CH3:45])[CH:13]=[CH:14][C:15]=1[C:16]1[CH:21]=[CH:20][C:19]([O:22]CC#N)=[C:18]([CH2:26][C:27]2[CH:32]=[CH:31][CH:30]=[CH:29][CH:28]=2)[CH:17]=1)[C:4]1[CH:9]=[CH:8][CH:7]=[CH:6][CH:5]=1.Cl.C(Cl)Cl.CO.CC[O:55][C:56]([CH3:58])=[O:57].[CH3:59][C:60]([OH:62])=[O:61]. The catalyst is CO.C1COCC1.O1CCOCC1.[Cl-].[Na+].O. The product is [CH2:3]([C:10]1[CH:11]=[C:12]([C:33]2[CH:38]=[CH:37][C:36]([CH2:39][CH2:58][C:56]([OH:55])=[O:57])=[CH:35][C:34]=2[CH2:43][CH:44]([CH3:46])[CH3:45])[CH:13]=[CH:14][C:15]=1[C:16]1[CH:21]=[CH:20][C:19]([O:22][CH2:59][C:60]([OH:62])=[O:61])=[C:18]([CH2:26][C:27]2[CH:32]=[CH:31][CH:30]=[CH:29][CH:28]=2)[CH:17]=1)[C:4]1[CH:5]=[CH:6][CH:7]=[CH:8][CH:9]=1. The yield is 0.110. (5) The reactants are [F:1][C:2]([F:32])([F:31])[C:3]1[CH:4]=[C:5]([CH:24]=[C:25]([C:27]([F:30])([F:29])[F:28])[CH:26]=1)[CH2:6][O:7][C@@H:8]1[O:13][C@H:12]([CH3:14])[CH2:11][N:10](CC=C)[C@@H:9]1[C:18]1[CH:23]=[CH:22][CH:21]=[CH:20][CH:19]=1. The catalyst is C1C=CC(P(C2C=CC=CC=2)C2C=CC=CC=2)=CC=1.C1C=CC(P(C2C=CC=CC=2)C2C=CC=CC=2)=CC=1.C1C=CC(P(C2C=CC=CC=2)C2C=CC=CC=2)=CC=1.[Cl-].[Rh].C(#N)C.O. The product is [F:32][C:2]([F:1])([F:31])[C:3]1[CH:4]=[C:5]([CH:24]=[C:25]([C:27]([F:28])([F:29])[F:30])[CH:26]=1)[CH2:6][O:7][C@@H:8]1[O:13][C@H:12]([CH3:14])[CH2:11][NH:10][C@@H:9]1[C:18]1[CH:19]=[CH:20][CH:21]=[CH:22][CH:23]=1. The yield is 0.640. (6) The reactants are [CH3:1][C:2]([C:6]1[CH:12]=[CH:11][C:9]([NH2:10])=[CH:8][CH:7]=1)([CH3:5])[CH2:3][CH3:4].[C:13](OC(=O)C)(=[O:15])[CH3:14]. The catalyst is C1COCC1. The product is [CH3:5][C:2]([C:6]1[CH:7]=[CH:8][C:9]([NH:10][C:13](=[O:15])[CH3:14])=[CH:11][CH:12]=1)([CH3:1])[CH2:3][CH3:4]. The yield is 0.760.